Task: Regression. Given two drug SMILES strings and cell line genomic features, predict the synergy score measuring deviation from expected non-interaction effect.. Dataset: NCI-60 drug combinations with 297,098 pairs across 59 cell lines Drug 1: CCC1(CC2CC(C3=C(CCN(C2)C1)C4=CC=CC=C4N3)(C5=C(C=C6C(=C5)C78CCN9C7C(C=CC9)(C(C(C8N6C)(C(=O)OC)O)OC(=O)C)CC)OC)C(=O)OC)O. Drug 2: CC(C)(C1=NC(=CC=C1)N2C3=NC(=NC=C3C(=O)N2CC=C)NC4=CC=C(C=C4)N5CCN(CC5)C)O. Cell line: OVCAR3. Synergy scores: CSS=78.8, Synergy_ZIP=-0.178, Synergy_Bliss=-2.13, Synergy_Loewe=-2.38, Synergy_HSA=2.94.